From a dataset of Peptide-MHC class II binding affinity with 134,281 pairs from IEDB. Regression. Given a peptide amino acid sequence and an MHC pseudo amino acid sequence, predict their binding affinity value. This is MHC class II binding data. (1) The peptide sequence is EQQWNFAGIEAAASA. The MHC is DRB1_0405 with pseudo-sequence DRB1_0405. The binding affinity (normalized) is 0.499. (2) The peptide sequence is AAVGATPEAKFDSFV. The MHC is DRB1_0301 with pseudo-sequence DRB1_0301. The binding affinity (normalized) is 0.180. (3) The peptide sequence is VTRMAMTDTTPFGQQ. The MHC is HLA-DQA10601-DQB10402 with pseudo-sequence HLA-DQA10601-DQB10402. The binding affinity (normalized) is 0. (4) The peptide sequence is HGFEDTILQRLGVLF. The MHC is DRB1_0101 with pseudo-sequence DRB1_0101. The binding affinity (normalized) is 0.687. (5) The peptide sequence is GELQIVDKIKAAFKI. The MHC is DRB1_1501 with pseudo-sequence DRB1_1501. The binding affinity (normalized) is 0.474. (6) The peptide sequence is KHLAVLVKYEGDTMA. The MHC is HLA-DQA10201-DQB10202 with pseudo-sequence HLA-DQA10201-DQB10202. The binding affinity (normalized) is 0. (7) The binding affinity (normalized) is 0.556. The MHC is DRB1_0101 with pseudo-sequence DRB1_0101. The peptide sequence is GWLCKMHTGIVRDKK.